This data is from Forward reaction prediction with 1.9M reactions from USPTO patents (1976-2016). The task is: Predict the product of the given reaction. (1) The product is: [NH2:7][C:3]1[CH:2]=[C:1]2[C:6]([C:11]([CH3:13])=[CH:10][C:9]([Cl:20])=[N:8]2)=[CH:5][CH:4]=1. Given the reactants [C:1]1([NH2:8])[CH:6]=[CH:5][CH:4]=[C:3]([NH2:7])[CH:2]=1.[C:9](OCC)(=O)[CH2:10][C:11]([CH3:13])=O.P(Cl)(Cl)([Cl:20])=O.[NH4+], predict the reaction product. (2) Given the reactants [Cl:1][C:2]1[N:10]=[CH:9][N:8]=[C:7]2[C:3]=1[N:4]=[CH:5][N:6]2[CH:11]1[CH:15]2[O:16][C:17]([CH3:20])([CH3:19])[O:18][CH:14]2[CH:13](CO)[O:12]1.[C:23]1(P(C2C=CC=CC=2)C2C=CC=CC=2)C=CC=CC=1.[CH3:42][O:43][C:44]([C:46]1[O:50][N:49]=[C:48]([OH:51])[CH:47]=1)=[O:45].CCOC(/N=N/C(OCC)=O)=O, predict the reaction product. The product is: [CH3:42][O:43][C:44]([C:46]1[O:50][N:49]=[C:48]([O:51][CH2:23][C:14]23[CH2:13][O:12][CH:11]([N:6]4[CH:5]=[N:4][C:3]5[C:7]4=[N:8][CH:9]=[N:10][C:2]=5[Cl:1])[CH:15]2[O:16][C:17]([CH3:20])([CH3:19])[O:18]3)[CH:47]=1)=[O:45]. (3) Given the reactants [CH:1]([C:4]1[CH:9]=[CH:8][C:7]([O:10][C:11]([N:13]2[CH2:18][CH2:17][CH2:16][CH:15]([C:19]3[CH:24]=[CH:23][CH:22]=[C:21]([O:25][C:26]([C:29]([O:31]CC4C=CC=CC=4)=[O:30])([CH3:28])[CH3:27])[CH:20]=3)[CH2:14]2)=[O:12])=[CH:6][CH:5]=1)([CH3:3])[CH3:2], predict the reaction product. The product is: [CH:1]([C:4]1[CH:9]=[CH:8][C:7]([O:10][C:11]([N:13]2[CH2:18][CH2:17][CH2:16][CH:15]([C:19]3[CH:24]=[CH:23][CH:22]=[C:21]([O:25][C:26]([C:29]([OH:31])=[O:30])([CH3:27])[CH3:28])[CH:20]=3)[CH2:14]2)=[O:12])=[CH:6][CH:5]=1)([CH3:3])[CH3:2].